From a dataset of Forward reaction prediction with 1.9M reactions from USPTO patents (1976-2016). Predict the product of the given reaction. (1) Given the reactants Br[C:2]1[CH:3]=[C:4]2[C:9](=[CH:10][CH:11]=1)[CH:8]=[C:7]([C:12]([O:14][CH3:15])=[O:13])[CH:6]=[CH:5]2.B(O)(O)[CH2:17][CH2:18][CH2:19][CH2:20][CH2:21][CH2:22][CH2:23][CH2:24][CH2:25][CH3:26].C(=O)([O-])[O-].[K+].[K+].C1(P(C2CCCCC2)C2C=CC=CC=2C2C(C(C)C)=CC(C(C)C)=CC=2C(C)C)CCCCC1, predict the reaction product. The product is: [CH2:17]([C:2]1[CH:3]=[C:4]2[C:9](=[CH:10][CH:11]=1)[CH:8]=[C:7]([C:12]([O:14][CH3:15])=[O:13])[CH:6]=[CH:5]2)[CH2:18][CH2:19][CH2:20][CH2:21][CH2:22][CH2:23][CH2:24][CH2:25][CH3:26]. (2) Given the reactants COC[CH2:4][CH2:5][O:6][C:7]1[N:12]=[C:11]([O:13][CH:14]2[CH2:19][CH2:18][O:17][CH2:16][CH2:15]2)[C:10]([NH:20][C:21]2[C:22]3[C:29]([CH3:30])=[C:28]([C:31]([OH:33])=[O:32])[S:27][C:23]=3[N:24]=[CH:25][N:26]=2)=[CH:9][CH:8]=1.[CH3:34][O:35]CCO, predict the reaction product. The product is: [CH3:34][O:35][CH2:4][CH2:5][O:6][C:7]1[N:12]=[C:11]([O:13][CH:14]2[CH2:15][CH2:16][O:17][CH2:18][CH2:19]2)[C:10]([NH:20][C:21]2[C:22]3[C:29]([CH3:30])=[C:28]([C:31]([OH:33])=[O:32])[S:27][C:23]=3[N:24]=[CH:25][N:26]=2)=[CH:9][CH:8]=1. (3) Given the reactants [NH2:1][C@@H:2]([CH2:6][C:7]1[CH:12]=[CH:11][C:10]([C:13]2[CH:18]=[C:17]([O:19][C@H:20]([C:25]3[CH:30]=[CH:29][C:28]([Cl:31])=[CH:27][C:26]=3[N:32]3[CH:36]=[CH:35][C:34]([CH3:37])=[N:33]3)[C:21]([F:24])([F:23])[F:22])[N:16]=[C:15]([NH2:38])[N:14]=2)=[CH:9][CH:8]=1)[C:3]([OH:5])=[O:4].[C:39]1([S:45]([OH:48])(=[O:47])=[O:46])[CH:44]=[CH:43][CH:42]=[CH:41][CH:40]=1.CC(O)C.CCCCCCC, predict the reaction product. The product is: [S:45]([C:39]1[CH:44]=[CH:43][CH:42]=[CH:41][CH:40]=1)([OH:48])(=[O:47])=[O:46].[S:45]([C:39]1[CH:44]=[CH:43][CH:42]=[CH:41][CH:40]=1)([OH:48])(=[O:47])=[O:46].[NH2:1][C@@H:2]([CH2:6][C:7]1[CH:12]=[CH:11][C:10]([C:13]2[CH:18]=[C:17]([O:19][C@H:20]([C:25]3[CH:30]=[CH:29][C:28]([Cl:31])=[CH:27][C:26]=3[N:32]3[CH:36]=[CH:35][C:34]([CH3:37])=[N:33]3)[C:21]([F:23])([F:24])[F:22])[N:16]=[C:15]([NH2:38])[N:14]=2)=[CH:9][CH:8]=1)[C:3]([OH:5])=[O:4]. (4) Given the reactants [F:1][CH:2]([F:20])[C:3]1[S:7][C:6]([C:8]([OH:10])=O)=[CH:5][C:4]=1[C:11]1[N:15]2[N:16]=[CH:17][CH:18]=[CH:19][C:14]2=[N:13][CH:12]=1.F[P-](F)(F)(F)(F)F.N1(O[P+](N(C)C)(N(C)C)N(C)C)C2C=CC=CC=2N=N1.CCN(C(C)C)C(C)C.[Cl-].[CH:58]1[C:70]2[CH:69]([CH2:71][O:72][C:73]([NH:75][C@@H:76]3[C@@H:81]([NH3+:82])[C:80]([F:84])([F:83])[CH2:79][CH2:78][CH2:77]3)=[O:74])[C:68]3[C:63](=[CH:64][CH:65]=[CH:66][CH:67]=3)[C:62]=2[CH:61]=[CH:60][CH:59]=1, predict the reaction product. The product is: [CH:58]1[C:70]2[CH:69]([CH2:71][O:72][C:73](=[O:74])[NH:75][C@H:76]3[CH2:77][CH2:78][CH2:79][C:80]([F:84])([F:83])[C@@H:81]3[NH:82][C:8]([C:6]3[S:7][C:3]([CH:2]([F:1])[F:20])=[C:4]([C:11]4[N:15]5[N:16]=[CH:17][CH:18]=[CH:19][C:14]5=[N:13][CH:12]=4)[CH:5]=3)=[O:10])[C:68]3[C:63](=[CH:64][CH:65]=[CH:66][CH:67]=3)[C:62]=2[CH:61]=[CH:60][CH:59]=1. (5) Given the reactants CC(C)([O-])C.[K+].[C:7]([CH2:9]P(=O)(OCC)OCC)#[N:8].O=[CH:19][CH2:20][CH:21]1[CH2:24][N:23]([C:25]([O:27][C:28]([CH3:31])([CH3:30])[CH3:29])=[O:26])[CH2:22]1, predict the reaction product. The product is: [C:7]([CH:9]=[CH:19][CH2:20][CH:21]1[CH2:24][N:23]([C:25]([O:27][C:28]([CH3:31])([CH3:30])[CH3:29])=[O:26])[CH2:22]1)#[N:8].